Predict the reactants needed to synthesize the given product. From a dataset of Full USPTO retrosynthesis dataset with 1.9M reactions from patents (1976-2016). (1) Given the product [CH2:22]([O:21][C:19](=[O:20])[CH2:18][CH:15]1[CH2:16][CH2:17][N:12]([C:9]([O:8][CH2:7][C:4]2[CH:5]=[CH:6][CH:1]=[CH:2][CH:3]=2)=[O:10])[CH2:13][CH2:14]1)[CH3:23], predict the reactants needed to synthesize it. The reactants are: [CH:1]1[CH:6]=[CH:5][C:4]([CH2:7][O:8][C:9](Cl)=[O:10])=[CH:3][CH:2]=1.[NH:12]1[CH2:17][CH2:16][CH:15]([CH2:18][C:19]([O:21][CH2:22][CH3:23])=[O:20])[CH2:14][CH2:13]1.C(=O)([O-])[O-].[Na+].[Na+]. (2) The reactants are: [O:1]=[C:2]([CH3:15])[CH2:3][CH2:4][N-:5][CH2:6][CH2:7][CH2:8][C:9]1[CH:14]=[CH:13][CH:12]=[CH:11][CH:10]=1.[Cl:16][C:17]1[CH:18]=[C:19]([CH:22]=[C:23]([Cl:25])[CH:24]=1)[CH:20]=O.N1CCCCC1.C(O)(=[O:34])C. Given the product [C:2]([C:3](=[CH:20][C:19]1[CH:18]=[C:17]([Cl:16])[CH:24]=[C:23]([Cl:25])[CH:22]=1)[C:4]([NH:5][CH2:6][CH2:7][CH2:8][C:9]1[CH:10]=[CH:11][CH:12]=[CH:13][CH:14]=1)=[O:34])(=[O:1])[CH3:15], predict the reactants needed to synthesize it. (3) Given the product [CH2:1]([O:3][C:16]([C:14]1[CH:15]=[C:8]2[C:7]([CH2:6][OH:5])=[CH:12][CH:11]=[CH:10][N:9]2[N:13]=1)=[O:17])[CH3:2], predict the reactants needed to synthesize it. The reactants are: [C:1](Cl)(=[O:3])[CH3:2].[OH:5][CH2:6][C:7]1[C:8]2[N:9]([N:13]=[C:14]([C:16](O)=[O:17])[CH:15]=2)[CH:10]=[CH:11][CH:12]=1.C([O-])(O)=O.[Na+]. (4) Given the product [CH3:8][C:2]([C:9]1[NH:10][C:11]2[C:16]([CH:17]=1)=[CH:15][C:14]([N+:18]([O-:20])=[O:19])=[CH:13][CH:12]=2)([CH3:1])[C:3]([OH:5])=[O:4], predict the reactants needed to synthesize it. The reactants are: [CH3:1][C:2]([C:9]1[NH:10][C:11]2[C:16]([CH:17]=1)=[CH:15][C:14]([N+:18]([O-:20])=[O:19])=[CH:13][CH:12]=2)([CH3:8])[C:3]([O:5]CC)=[O:4].Cl. (5) Given the product [Cl:1][C:2]1[CH:3]=[C:4]2[C:9](=[CH:10][CH:11]=1)[C:8](=[O:12])[N:7]([CH2:13][C:14]1[CH:15]=[CH:16][C:17]([S:20]([CH3:23])(=[O:21])=[O:22])=[CH:18][CH:19]=1)[C:6]([CH:24]([OH:25])[CH2:32][CH2:33][CH3:34])=[C:5]2[C:26]1[CH:27]=[CH:28][CH:29]=[CH:30][CH:31]=1, predict the reactants needed to synthesize it. The reactants are: [Cl:1][C:2]1[CH:3]=[C:4]2[C:9](=[CH:10][CH:11]=1)[C:8](=[O:12])[N:7]([CH2:13][C:14]1[CH:19]=[CH:18][C:17]([S:20]([CH3:23])(=[O:22])=[O:21])=[CH:16][CH:15]=1)[C:6]([CH:24]=[O:25])=[C:5]2[C:26]1[CH:31]=[CH:30][CH:29]=[CH:28][CH:27]=1.[CH2:32]([Mg]Cl)[CH2:33][CH3:34].C(OCC)(=O)C.C(OC(C)C)(C)C.